From a dataset of Catalyst prediction with 721,799 reactions and 888 catalyst types from USPTO. Predict which catalyst facilitates the given reaction. (1) Product: [N:1]1([C:7]2[C:8]3[N:31]=[N:30][N:29]([CH:32]4[CH2:37][CH2:36][NH:35][CH2:34][CH2:33]4)[C:9]=3[N:10]=[C:11]([C:13]3[CH:18]=[CH:17][C:16]([NH:19][C:20]([NH:21][C:22]4[CH:23]=[CH:24][N:25]=[CH:26][CH:27]=4)=[O:28])=[CH:15][CH:14]=3)[N:12]=2)[CH2:6][CH2:5][O:4][CH2:3][CH2:2]1. Reactant: [N:1]1([C:7]2[C:8]3[N:31]=[N:30][N:29]([CH:32]4[CH2:37][CH2:36][N:35](C(OC(C)(C)C)=O)[CH2:34][CH2:33]4)[C:9]=3[N:10]=[C:11]([C:13]3[CH:18]=[CH:17][C:16]([NH:19][C:20](=[O:28])[NH:21][C:22]4[CH:27]=[CH:26][N:25]=[CH:24][CH:23]=4)=[CH:15][CH:14]=3)[N:12]=2)[CH2:6][CH2:5][O:4][CH2:3][CH2:2]1. The catalyst class is: 157. (2) Product: [F:1][C:2]([F:14])([F:13])[CH2:3][C:4]1[CH:9]=[CH:8][N:7]=[C:6]([C:10]2[NH:27][O:39][C:15](=[O:16])[N:12]=2)[CH:5]=1. Reactant: [F:1][C:2]([F:14])([F:13])[CH2:3][C:4]1[CH:9]=[CH:8][N:7]=[C:6]([C:10]([NH2:12])=O)[CH:5]=1.[C:15](N1C=CN=C1)(N1C=CN=C1)=[O:16].[N:27]12CCCN=C1CCCCC2.Cl.[OH2:39]. The catalyst class is: 7. (3) Reactant: C[Si]([N-][Si](C)(C)C)(C)C.[Na+].[F:11][C:12]([F:40])([F:39])[C:13]1[CH:14]=[C:15]([CH:36]=[CH:37][CH:38]=1)[CH2:16][C:17]1[N:18]([C:29]2[CH:34]=[CH:33][C:32]([Cl:35])=[CH:31][CH:30]=2)[C:19](=[O:28])[C:20]2[N:21]=[CH:22][N:23]([CH2:26][CH3:27])[C:24]=2[N:25]=1.I[CH3:42]. Product: [Cl:35][C:32]1[CH:33]=[CH:34][C:29]([N:18]2[C:19](=[O:28])[C:20]3[N:21]=[CH:22][N:23]([CH2:26][CH3:27])[C:24]=3[N:25]=[C:17]2[CH:16]([C:15]2[CH:36]=[CH:37][CH:38]=[C:13]([C:12]([F:39])([F:11])[F:40])[CH:14]=2)[CH3:42])=[CH:30][CH:31]=1. The catalyst class is: 1. (4) Reactant: [CH3:1][CH:2]([NH:12][C:13]([CH3:16])([CH3:15])[CH3:14])[C:3]([C:5]1[CH:6]=[CH:7][CH:8]=[C:9]([Cl:11])[CH:10]=1)=[O:4].Cl.ClC1C=C(C(=O)C(NC(C)(C)C)C)C=CC=1.C(N(CC)CC)C.[Cl:41][C:42]1[CH:47]=[C:46]([NH:48][CH2:49][C:50]2[O:51][CH:52]=[CH:53][CH:54]=2)[C:45]([C:55]([O:57][CH2:58][C:59]([Cl:62])([Cl:61])[Cl:60])=[O:56])=[CH:44][C:43]=1[S:63]([NH:66][CH2:67][O:68][C:69](=[O:79])[CH2:70][CH2:71][CH2:72][CH2:73][C:74]([O:76][CH2:77]Cl)=[O:75])(=[O:65])=[O:64]. Product: [Cl:41][C:42]1[CH:47]=[C:46]([NH:48][CH2:49][C:50]2[O:51][CH:52]=[CH:53][CH:54]=2)[C:45]([C:55]([O:57][CH2:58][C:59]([Cl:60])([Cl:62])[Cl:61])=[O:56])=[CH:44][C:43]=1[S:63]([NH:66][CH2:67][O:68][C:69](=[O:79])[CH2:70][CH2:71][CH2:72][CH2:73][C:74]([O:76][CH2:77][N:12]([C:13]([CH3:15])([CH3:14])[CH3:16])[CH:2]([CH3:1])[C:3]([C:5]1[CH:6]=[CH:7][CH:8]=[C:9]([Cl:11])[CH:10]=1)=[O:4])=[O:75])(=[O:65])=[O:64]. The catalyst class is: 10.